This data is from Catalyst prediction with 721,799 reactions and 888 catalyst types from USPTO. The task is: Predict which catalyst facilitates the given reaction. (1) Reactant: [F:1][C:2]1[CH:10]=[C:9]2[C:5]([C:6]([C:11]3[CH:12]=[CH:13][C:14]4[O:18][C:17]([CH2:19][CH2:20][S:21][CH3:22])=[N:16][C:15]=4[CH:23]=3)=[CH:7][NH:8]2)=[CH:4][CH:3]=1.[CH3:24][C:25]([O:28][C:29](O[C:29]([O:28][C:25]([CH3:27])([CH3:26])[CH3:24])=[O:30])=[O:30])([CH3:27])[CH3:26]. Product: [F:1][C:2]1[CH:10]=[C:9]2[C:5]([C:6]([C:11]3[CH:12]=[CH:13][C:14]4[O:18][C:17]([CH2:19][CH2:20][S:21][CH3:22])=[N:16][C:15]=4[CH:23]=3)=[CH:7][N:8]2[C:29]([O:28][C:25]([CH3:27])([CH3:26])[CH3:24])=[O:30])=[CH:4][CH:3]=1. The catalyst class is: 64. (2) Reactant: [CH2:1]([O:3][C:4]1[CH:5]=[C:6]([CH:13]([CH2:17][CH3:18])[CH:14]([OH:16])[CH3:15])[CH:7]=[CH:8][C:9]=1[O:10][CH2:11][CH3:12])[CH3:2].IC1C=CC=CC=1C(O)=O. Product: [CH2:1]([O:3][C:4]1[CH:5]=[C:6]([CH:13]([CH2:17][CH3:18])[C:14](=[O:16])[CH3:15])[CH:7]=[CH:8][C:9]=1[O:10][CH2:11][CH3:12])[CH3:2]. The catalyst class is: 13. (3) Reactant: [CH3:1][O:2][C:3]1[CH:15]=[C:14]([O:16][CH3:17])[CH:13]=[CH:12][C:4]=1[CH2:5][NH:6][C:7]1[S:11][N:10]=[CH:9][N:8]=1.[Li+].C[Si]([N-][Si](C)(C)C)(C)C.[C:28]([C:30]1[CH:31]=[C:32]([S:37](Cl)(=[O:39])=[O:38])[CH:33]=[CH:34][C:35]=1[F:36])#[N:29]. Product: [C:28]([C:30]1[CH:31]=[C:32]([S:37]([N:6]([CH2:5][C:4]2[CH:12]=[CH:13][C:14]([O:16][CH3:17])=[CH:15][C:3]=2[O:2][CH3:1])[C:7]2[S:11][N:10]=[CH:9][N:8]=2)(=[O:39])=[O:38])[CH:33]=[CH:34][C:35]=1[F:36])#[N:29]. The catalyst class is: 56. (4) Reactant: [OH:1][C@H:2]1[C:7](=[O:8])[C:6]2[CH:9]=[CH:10][C:11]3[N:12]([CH:17]=[CH:18][CH3:19])[C:13]([CH3:16])=[N:14][C:15]=3[C:5]=2[O:4][C@@H:3]1[C:20]1[CH:25]=[CH:24][CH:23]=[CH:22][CH:21]=1.C(N(C(C)C)C(C)C)C.[C:35](Cl)(=[O:40])[C:36]([CH3:39])([CH3:38])[CH3:37]. Product: [CH3:16][C:13]1[N:12]([CH:17]=[CH:18][CH3:19])[C:11]2[CH:10]=[CH:9][C:6]3[C:7](=[O:8])[C@H:2]([O:1][C:35](=[O:40])[C:36]([CH3:39])([CH3:38])[CH3:37])[C@@H:3]([C:20]4[CH:21]=[CH:22][CH:23]=[CH:24][CH:25]=4)[O:4][C:5]=3[C:15]=2[N:14]=1. The catalyst class is: 119. (5) The catalyst class is: 2. Reactant: [C:1]([OH:7])([C:3]([F:6])([F:5])[F:4])=[O:2].C(OC([N:15]1[C@H:20]([C:21]2[NH:25][C:24]3[CH:26]=[C:27]([C:30]4[CH:39]=[N:38][C:37]5[C:32](=[CH:33][CH:34]=[C:35]([C:40]6[CH:61]=[CH:60][C:43]7[NH:44][C:45]([C@@H:47]8[CH2:52][C@@H:51]9[C@@H:49]([CH2:50]9)[N:48]8C(OC(C)(C)C)=O)=[N:46][C:42]=7[CH:41]=6)[CH:36]=5)[N:31]=4)[CH:28]=[CH:29][C:23]=3[N:22]=2)[CH2:19][C@@H:18]2[C@H:16]1[CH2:17]2)=O)(C)(C)C. Product: [C:1]([OH:7])([C:3]([F:6])([F:5])[F:4])=[O:2].[C@@H:16]12[CH2:17][C@@H:18]1[CH2:19][C@@H:20]([C:21]1[NH:25][C:24]3[CH:26]=[C:27]([C:30]4[CH:39]=[N:38][C:37]5[C:32](=[CH:33][CH:34]=[C:35]([C:40]6[CH:61]=[CH:60][C:43]7[N:44]=[C:45]([C@@H:47]8[CH2:52][C@@H:51]9[C@@H:49]([CH2:50]9)[NH:48]8)[NH:46][C:42]=7[CH:41]=6)[CH:36]=5)[N:31]=4)[CH:28]=[CH:29][C:23]=3[N:22]=1)[NH:15]2.